Dataset: Reaction yield outcomes from USPTO patents with 853,638 reactions. Task: Predict the reaction yield, written as a fraction of the theoretical maximum amount of product (1.0 means a 100% yield; for example, 0.34 means a 34% yield). (1) The reactants are Br[C:2]1[S:6][C:5]([N:7]2[CH2:12][CH2:11][C:10]([F:14])([F:13])[CH2:9][CH2:8]2)=[N:4][C:3]=1[C@@H:15]1[CH2:20][CH2:19][CH2:18][CH2:17][C@H:16]1[C:21]([O:23][CH3:24])=[O:22].CC1(C)C(C)(C)OB([C:33]2[CH:38]=[CH:37][C:36]([N:39]3[CH2:44][CH2:43][S:42](=[O:46])(=[O:45])[CH2:41][CH2:40]3)=[CH:35][CH:34]=2)O1.C1C=C(S([O-])(=O)=O)C=C(P(C2C=CC=C(S([O-])(=O)=O)C=2)C2C=CC=C(S([O-])(=O)=O)C=2)C=1.[Na+].[Na+].[Na+].CN(C=O)C. The catalyst is CC([O-])=O.CC([O-])=O.[Pd+2].O. The product is [F:13][C:10]1([F:14])[CH2:11][CH2:12][N:7]([C:5]2[S:6][C:2]([C:33]3[CH:34]=[CH:35][C:36]([N:39]4[CH2:44][CH2:43][S:42](=[O:46])(=[O:45])[CH2:41][CH2:40]4)=[CH:37][CH:38]=3)=[C:3]([C@@H:15]3[CH2:20][CH2:19][CH2:18][CH2:17][C@H:16]3[C:21]([O:23][CH3:24])=[O:22])[N:4]=2)[CH2:8][CH2:9]1. The yield is 0.380. (2) The catalyst is CO.CCOCC.[Pd]. The yield is 0.750. The product is [CH2:12]([CH:5]1[CH2:4][N:1]([CH2:32][C:30]2[CH:31]=[C:26]3[CH:25]=[CH:24][N:23]([Si:22]([CH:19]([CH3:21])[CH3:20])([CH:37]([CH3:39])[CH3:38])[CH:34]([CH3:36])[CH3:35])[C:27]3=[N:28][CH:29]=2)[C:7](=[O:9])[CH2:6]1)[CH2:13][CH3:14]. The reactants are [N+:1]([CH2:4][CH:5]([CH2:12][CH2:13][CH3:14])[CH2:6][C:7]([O:9]CC)=O)([O-])=O.C([O-])=O.[NH4+].[CH:19]([Si:22]([CH:37]([CH3:39])[CH3:38])([CH:34]([CH3:36])[CH3:35])[N:23]1[C:27]2=[N:28][CH:29]=[C:30]([CH:32]=O)[CH:31]=[C:26]2[CH:25]=[CH:24]1)([CH3:21])[CH3:20]. (3) The reactants are [NH2:1][CH:2]([C:4]([OH:6])=[O:5])[CH3:3].[CH:7](OCC)=[O:8].N[C@H:13](C(O)=O)[CH3:14]. No catalyst specified. The product is [CH2:13]([O:5][C:4](=[O:6])[CH:2]([CH3:3])[NH:1][CH:7]=[O:8])[CH3:14]. The yield is 0.909. (4) The reactants are [C:1]([O:5][C:6]([N:8]1[CH2:12][CH2:11][CH2:10][C@@H:9]1[CH:13]=[CH2:14])=[O:7])([CH3:4])([CH3:3])[CH3:2].B1C2CCCC1CCC2.[OH-:24].[Na+].OO. The catalyst is O1CCCC1.[Cl-].[Na+].O.C(O)C. The product is [OH:24][CH2:14][CH2:13][C@H:9]1[CH2:10][CH2:11][CH2:12][N:8]1[C:6]([O:5][C:1]([CH3:4])([CH3:3])[CH3:2])=[O:7]. The yield is 0.980. (5) The reactants are [NH:1]1[C:9]2[C:4](=[CH:5][CH:6]=[CH:7][C:8]=2[C:10]#[N:11])[CH:3]=[CH:2]1.[H-].[Na+].Br[CH2:15][C:16]([O:18][CH2:19][CH3:20])=[O:17]. The catalyst is CN(C=O)C.O. The product is [C:10]([C:8]1[CH:7]=[CH:6][CH:5]=[C:4]2[C:9]=1[N:1]([CH2:15][C:16]([O:18][CH2:19][CH3:20])=[O:17])[CH:2]=[CH:3]2)#[N:11]. The yield is 0.800. (6) The reactants are CS(C1C=CC([N:11]2C(=O)C=CC(C([O-])=O)=N2)=CC=1)(=O)=O.[Br:21][C:22]1[CH:27]=[CH:26][C:25]([N:28]2[C:33](=[O:34])[CH:32]=[C:31]([O:35][CH:36]3[CH2:41][CH2:40][N:39]([C:42]([O:44][C:45]([CH3:48])([CH3:47])[CH3:46])=[O:43])[CH2:38][CH2:37]3)[C:30]([C:49]([O:51]C)=O)=[N:29]2)=[C:24]([F:53])[CH:23]=1. No catalyst specified. The product is [Br:21][C:22]1[CH:27]=[CH:26][C:25]([N:28]2[C:33](=[O:34])[CH:32]=[C:31]([O:35][CH:36]3[CH2:37][CH2:38][N:39]([C:42]([O:44][C:45]([CH3:48])([CH3:46])[CH3:47])=[O:43])[CH2:40][CH2:41]3)[C:30]([C:49](=[O:51])[NH2:11])=[N:29]2)=[C:24]([F:53])[CH:23]=1. The yield is 1.00. (7) The reactants are C[O:2][C:3]1[CH:20]=[C:19]([C:21]([OH:23])=O)[CH:18]=[C:17]2[C:4]=1[C@H:5]1[C@H:14]([CH2:15][S:16]2(=[O:25])=[O:24])[C@:13]2([CH3:26])[C@H:8]([C:9]([CH3:28])([CH3:27])[CH2:10][CH2:11][CH2:12]2)[CH2:7][CH2:6]1.[CH3:29]N(C(ON1N=NC2C=CC=NC1=2)=[N+](C)C)C.F[P-](F)(F)(F)(F)F.CN1CCOCC1.[NH:60]1[CH2:65][CH2:64][O:63][CH2:62][CH2:61]1. The catalyst is C1COCC1.CN(C=O)C. The product is [OH:2][C:3]1[CH:20]=[C:19]([C:21]([N:60]2[CH2:65][CH2:64][O:63][CH2:62][CH2:61]2)=[O:23])[CH:18]=[C:17]2[C:4]=1[C@@:5]1([CH3:29])[C@H:14]([CH2:15][S:16]2(=[O:24])=[O:25])[C@:13]2([CH3:26])[C@H:8]([C:9]([CH3:28])([CH3:27])[CH2:10][CH2:11][CH2:12]2)[CH2:7][CH2:6]1. The yield is 0.540.